Dataset: Forward reaction prediction with 1.9M reactions from USPTO patents (1976-2016). Task: Predict the product of the given reaction. (1) Given the reactants C([O:5][N:6]1[C:15](=[O:16])[C:14]2[C:9](=[C:10]([F:23])[C:11]([N:18]3[CH2:22][CH2:21][CH2:20][CH2:19]3)=[C:12]([F:17])[CH:13]=2)[N:8]([CH:24]2[CH2:26][CH2:25]2)[C:7]1=[O:27])(C)(C)C, predict the reaction product. The product is: [CH:24]1([N:8]2[C:9]3[C:14](=[CH:13][C:12]([F:17])=[C:11]([N:18]4[CH2:22][CH2:21][CH2:20][CH2:19]4)[C:10]=3[F:23])[C:15](=[O:16])[N:6]([OH:5])[C:7]2=[O:27])[CH2:26][CH2:25]1. (2) Given the reactants [O:1]=[C:2]1[NH:7][C:6]([C:8]([NH:10][CH2:11][C:12]2[CH:17]=[CH:16][CH:15]=[C:14]([O:18][CH2:19][CH2:20][O:21][C:22]3[N:26]=[CH:25][NH:24][N:23]=3)[CH:13]=2)=[O:9])=[N:5][C:4]2[CH:27]=[N:28][N:29]([CH2:30][CH2:31][O:32][C:33]3[CH:42]=[CH:41][C:36]([C:37]([O:39]C)=[O:38])=[CH:35][CH:34]=3)[C:3]1=2.[OH-].[Na+].C1COCC1.CO, predict the reaction product. The product is: [O:1]=[C:2]1[NH:7][C:6]([C:8]([NH:10][CH2:11][C:12]2[CH:17]=[CH:16][CH:15]=[C:14]([O:18][CH2:19][CH2:20][O:21][C:22]3[N:26]=[CH:25][NH:24][N:23]=3)[CH:13]=2)=[O:9])=[N:5][C:4]2[CH:27]=[N:28][N:29]([CH2:30][CH2:31][O:32][C:33]3[CH:34]=[CH:35][C:36]([C:37]([OH:39])=[O:38])=[CH:41][CH:42]=3)[C:3]1=2. (3) Given the reactants [OH:1][CH2:2][CH2:3][CH2:4][S:5][C:6]1[N:7]([CH2:22][C:23]2[C:32]3[C:27](=[CH:28][CH:29]=[CH:30][CH:31]=3)[CH:26]=[CH:25][CH:24]=2)[CH:8]=[C:9]2[C:14]=1[C:13](=[O:15])[N:12]([CH3:16])[C:11](=[O:17])[N:10]2[CH2:18][CH:19]([CH3:21])[CH3:20].[CH3:33][S:34](Cl)(=[O:36])=[O:35].C(N(CC)CC)C, predict the reaction product. The product is: [CH3:33][S:34]([O:1][CH2:2][CH2:3][CH2:4][S:5][C:6]1[N:7]([CH2:22][C:23]2[C:32]3[C:27](=[CH:28][CH:29]=[CH:30][CH:31]=3)[CH:26]=[CH:25][CH:24]=2)[CH:8]=[C:9]2[C:14]=1[C:13](=[O:15])[N:12]([CH3:16])[C:11](=[O:17])[N:10]2[CH2:18][CH:19]([CH3:21])[CH3:20])(=[O:36])=[O:35]. (4) Given the reactants [Br:1][C:2]1[C:3](=[O:34])[N:4]([CH2:19][C:20]2[CH:24]=[C:23]([C:25](O)=[O:26])[N:22](C3CCCCO3)[N:21]=2)[C:5]([CH3:18])=[CH:6][C:7]=1[O:8][CH2:9][C:10]1[CH:15]=[CH:14][C:13]([F:16])=[CH:12][C:11]=1[F:17].[CH3:35][N:36]1CCOC[CH2:37]1.ClC(OCC(C)C)=O, predict the reaction product. The product is: [Br:1][C:2]1[C:3](=[O:34])[N:4]([CH2:19][C:20]2[CH:24]=[C:23]([C:25]([N:36]([CH3:37])[CH3:35])=[O:26])[NH:22][N:21]=2)[C:5]([CH3:18])=[CH:6][C:7]=1[O:8][CH2:9][C:10]1[CH:15]=[CH:14][C:13]([F:16])=[CH:12][C:11]=1[F:17]. (5) Given the reactants Br[CH2:2][CH2:3][CH2:4][CH2:5][CH2:6][C:7]([NH:9][C:10]1[C:11]([S:21][CH:22]([CH3:24])[CH3:23])=[N:12][C:13]([CH3:20])=[CH:14][C:15]=1[S:16][CH:17]([CH3:19])[CH3:18])=[O:8].[SH:25][C:26]1[O:27][C:28]2[CH:34]=[CH:33][CH:32]=[CH:31][C:29]=2[N:30]=1.C(=O)([O-])[O-].[K+].[K+].C1OCCOCCOCCOCCOCCOC1, predict the reaction product. The product is: [O:27]1[C:28]2[CH:34]=[CH:33][CH:32]=[CH:31][C:29]=2[N:30]=[C:26]1[S:25][CH2:2][CH2:3][CH2:4][CH2:5][CH2:6][C:7]([NH:9][C:10]1[C:11]([S:21][CH:22]([CH3:24])[CH3:23])=[N:12][C:13]([CH3:20])=[CH:14][C:15]=1[S:16][CH:17]([CH3:19])[CH3:18])=[O:8]. (6) Given the reactants [CH2:1]([N:3]1[CH2:8][C:7]([CH3:10])([CH3:9])[O:6][C:5](=[O:11])[CH:4]1[C:12]([CH3:17])([CH3:16])[C:13]([OH:15])=O)[CH3:2].C(N(C(C)C)CC)(C)C.CN(C(ON1N=NC2C=CC=NC1=2)=[N+](C)C)C.F[P-](F)(F)(F)(F)F.[CH:51]([C:54]1[CH:60]=[CH:59][C:57]([NH2:58])=[CH:56][CH:55]=1)([CH3:53])[CH3:52], predict the reaction product. The product is: [CH2:1]([N:3]1[CH2:8][C:7]([CH3:9])([CH3:10])[O:6][C:5](=[O:11])[CH:4]1[C:12]([CH3:17])([CH3:16])[C:13]([NH:58][C:57]1[CH:59]=[CH:60][C:54]([CH:51]([CH3:53])[CH3:52])=[CH:55][CH:56]=1)=[O:15])[CH3:2]. (7) Given the reactants [NH2:1][C:2]1[CH:3]=[CH:4][C:5]([Cl:8])=[N:6][CH:7]=1.[I:9]N1C(=O)CCC1=O.O.CCOCC, predict the reaction product. The product is: [NH2:1][C:2]1[C:7]([I:9])=[N:6][C:5]([Cl:8])=[CH:4][CH:3]=1.